From a dataset of Peptide-MHC class I binding affinity with 185,985 pairs from IEDB/IMGT. Regression. Given a peptide amino acid sequence and an MHC pseudo amino acid sequence, predict their binding affinity value. This is MHC class I binding data. (1) The peptide sequence is MMLSPLVAL. The MHC is BoLA-T2C with pseudo-sequence BoLA-T2C. The binding affinity (normalized) is 0.695. (2) The peptide sequence is AETGQETAY. The MHC is H-2-Kk with pseudo-sequence H-2-Kk. The binding affinity (normalized) is 0.0929.